Dataset: Reaction yield outcomes from USPTO patents with 853,638 reactions. Task: Predict the reaction yield, written as a fraction of the theoretical maximum amount of product (1.0 means a 100% yield; for example, 0.34 means a 34% yield). (1) The reactants are C(OCC)(=O)C.[CH:7]1([N:12]([CH3:29])[C:13]([N:15]2[CH:19]=[C:18]([C:20]3[CH:25]=[CH:24][CH:23]=[C:22]([N+:26]([O-])=O)[CH:21]=3)[N:17]=[CH:16]2)=[O:14])[CH2:11][CH2:10][CH2:9][CH2:8]1. The catalyst is [Pd].CCO. The product is [NH2:26][C:22]1[CH:21]=[C:20]([C:18]2[N:17]=[CH:16][N:15]([C:13]([N:12]([CH:7]3[CH2:11][CH2:10][CH2:9][CH2:8]3)[CH3:29])=[O:14])[CH:19]=2)[CH:25]=[CH:24][CH:23]=1. The yield is 0.800. (2) The reactants are C([O:4][CH2:5][C:6]1[C:7]([N:32]2[CH2:44][CH2:43][C:42]3[N:41]4[C:36]([CH2:37][CH2:38][CH2:39][CH2:40]4)=[CH:35][C:34]=3[C:33]2=[O:45])=[N:8][CH:9]=[CH:10][C:11]=1[C:12]1[CH:17]=[C:16]([NH:18][C:19]2[CH:24]=[CH:23][C:22]([CH:25]3[CH2:28][N:27]([CH3:29])[CH2:26]3)=[CH:21][N:20]=2)[C:15](=[O:30])[N:14]([CH3:31])[CH:13]=1)(=O)C.[OH-].[Li+]. The catalyst is C1COCC1.C(O)(C)C.O. The product is [OH:4][CH2:5][C:6]1[C:7]([N:32]2[CH2:44][CH2:43][C:42]3[N:41]4[C:36]([CH2:37][CH2:38][CH2:39][CH2:40]4)=[CH:35][C:34]=3[C:33]2=[O:45])=[N:8][CH:9]=[CH:10][C:11]=1[C:12]1[CH:17]=[C:16]([NH:18][C:19]2[CH:24]=[CH:23][C:22]([CH:25]3[CH2:28][N:27]([CH3:29])[CH2:26]3)=[CH:21][N:20]=2)[C:15](=[O:30])[N:14]([CH3:31])[CH:13]=1. The yield is 0.300.